Dataset: Reaction yield outcomes from USPTO patents with 853,638 reactions. Task: Predict the reaction yield, written as a fraction of the theoretical maximum amount of product (1.0 means a 100% yield; for example, 0.34 means a 34% yield). The product is [NH2:1][C:2]1[C:7]([F:8])=[C:6]([C:9]2[CH:14]=[CH:13][C:12]([Cl:15])=[C:11]([O:16][CH3:17])[C:10]=2[F:18])[N:5]=[C:4]([C:19]([O:21][CH2:38][C:39]2[CH:44]=[CH:43][CH:42]=[CH:41][CH:40]=2)=[O:20])[C:3]=1[Cl:22]. The reactants are [NH2:1][C:2]1[C:7]([F:8])=[C:6]([C:9]2[CH:14]=[CH:13][C:12]([Cl:15])=[C:11]([O:16][CH3:17])[C:10]=2[F:18])[N:5]=[C:4]([C:19]([OH:21])=[O:20])[C:3]=1[Cl:22].C(C1NC=CN=1)(C1NC=CN=1)=O.C(=O)=O.[CH2:38](O)[C:39]1[CH:44]=[CH:43][CH:42]=[CH:41][CH:40]=1. The catalyst is O1CCCC1. The yield is 0.780.